This data is from NCI-60 drug combinations with 297,098 pairs across 59 cell lines. The task is: Regression. Given two drug SMILES strings and cell line genomic features, predict the synergy score measuring deviation from expected non-interaction effect. (1) Drug 2: CC1C(C(CC(O1)OC2CC(CC3=C2C(=C4C(=C3O)C(=O)C5=C(C4=O)C(=CC=C5)OC)O)(C(=O)C)O)N)O.Cl. Drug 1: C1CN1C2=NC(=NC(=N2)N3CC3)N4CC4. Synergy scores: CSS=45.5, Synergy_ZIP=2.72, Synergy_Bliss=2.79, Synergy_Loewe=2.65, Synergy_HSA=5.01. Cell line: BT-549. (2) Drug 1: C(CC(=O)O)C(=O)CN.Cl. Drug 2: CC(C)CN1C=NC2=C1C3=CC=CC=C3N=C2N. Cell line: RPMI-8226. Synergy scores: CSS=5.23, Synergy_ZIP=-12.5, Synergy_Bliss=-10.4, Synergy_Loewe=-14.0, Synergy_HSA=-14.0. (3) Drug 1: CC=C1C(=O)NC(C(=O)OC2CC(=O)NC(C(=O)NC(CSSCCC=C2)C(=O)N1)C(C)C)C(C)C. Drug 2: CN(C(=O)NC(C=O)C(C(C(CO)O)O)O)N=O. Cell line: SF-295. Synergy scores: CSS=22.4, Synergy_ZIP=-0.371, Synergy_Bliss=-3.50, Synergy_Loewe=-5.85, Synergy_HSA=-3.50. (4) Drug 1: CC1C(C(=O)NC(C(=O)N2CCCC2C(=O)N(CC(=O)N(C(C(=O)O1)C(C)C)C)C)C(C)C)NC(=O)C3=C4C(=C(C=C3)C)OC5=C(C(=O)C(=C(C5=N4)C(=O)NC6C(OC(=O)C(N(C(=O)CN(C(=O)C7CCCN7C(=O)C(NC6=O)C(C)C)C)C)C(C)C)C)N)C. Drug 2: CC1=C(C(=O)C2=C(C1=O)N3CC4C(C3(C2COC(=O)N)OC)N4)N. Cell line: 786-0. Synergy scores: CSS=20.7, Synergy_ZIP=-6.62, Synergy_Bliss=-2.34, Synergy_Loewe=-4.45, Synergy_HSA=-4.43. (5) Drug 1: CC12CCC(CC1=CCC3C2CCC4(C3CC=C4C5=CN=CC=C5)C)O. Drug 2: C1CC(=O)NC(=O)C1N2CC3=C(C2=O)C=CC=C3N. Cell line: COLO 205. Synergy scores: CSS=-11.6, Synergy_ZIP=1.14, Synergy_Bliss=-7.89, Synergy_Loewe=-10.9, Synergy_HSA=-11.8. (6) Drug 1: CC1C(C(CC(O1)OC2CC(CC3=C2C(=C4C(=C3O)C(=O)C5=C(C4=O)C(=CC=C5)OC)O)(C(=O)CO)O)N)O.Cl. Drug 2: CN(C)N=NC1=C(NC=N1)C(=O)N. Cell line: SK-MEL-5. Synergy scores: CSS=20.3, Synergy_ZIP=-7.87, Synergy_Bliss=-2.42, Synergy_Loewe=-1.15, Synergy_HSA=-0.898. (7) Drug 2: C1=CN(C=N1)CC(O)(P(=O)(O)O)P(=O)(O)O. Synergy scores: CSS=2.03, Synergy_ZIP=2.21, Synergy_Bliss=4.30, Synergy_Loewe=-0.528, Synergy_HSA=-0.471. Cell line: SR. Drug 1: CC12CCC3C(C1CCC2O)C(CC4=C3C=CC(=C4)O)CCCCCCCCCS(=O)CCCC(C(F)(F)F)(F)F. (8) Drug 1: CN(C)C1=NC(=NC(=N1)N(C)C)N(C)C. Drug 2: CC1C(C(=O)NC(C(=O)N2CCCC2C(=O)N(CC(=O)N(C(C(=O)O1)C(C)C)C)C)C(C)C)NC(=O)C3=C4C(=C(C=C3)C)OC5=C(C(=O)C(=C(C5=N4)C(=O)NC6C(OC(=O)C(N(C(=O)CN(C(=O)C7CCCN7C(=O)C(NC6=O)C(C)C)C)C)C(C)C)C)N)C. Cell line: HOP-92. Synergy scores: CSS=6.14, Synergy_ZIP=7.18, Synergy_Bliss=11.7, Synergy_Loewe=11.1, Synergy_HSA=10.6. (9) Drug 1: C1CCC(C1)C(CC#N)N2C=C(C=N2)C3=C4C=CNC4=NC=N3. Drug 2: CN1C(=O)N2C=NC(=C2N=N1)C(=O)N. Cell line: MDA-MB-231. Synergy scores: CSS=11.7, Synergy_ZIP=-3.10, Synergy_Bliss=1.34, Synergy_Loewe=1.55, Synergy_HSA=1.48. (10) Drug 1: CC(C)(C#N)C1=CC(=CC(=C1)CN2C=NC=N2)C(C)(C)C#N. Drug 2: CC1=C(C(=O)C2=C(C1=O)N3CC4C(C3(C2COC(=O)N)OC)N4)N. Cell line: T-47D. Synergy scores: CSS=-0.446, Synergy_ZIP=4.69, Synergy_Bliss=12.5, Synergy_Loewe=-1.47, Synergy_HSA=0.0978.